This data is from Full USPTO retrosynthesis dataset with 1.9M reactions from patents (1976-2016). The task is: Predict the reactants needed to synthesize the given product. (1) Given the product [O:18]1[CH:19]=[CH:20][C:16]([C:9]2[CH:10]=[C:11]([C:12]([F:14])([F:13])[F:15])[C:6]3[N:7]([C:3]([CH:1]=[O:2])=[C:4]([C:21]([N:24]4[CH2:28][CH:27]=[C:26]([C:29]5[S:30][CH:31]=[CH:32][N:33]=5)[CH2:25]4)=[O:23])[N:5]=3)[CH:8]=2)=[CH:17]1, predict the reactants needed to synthesize it. The reactants are: [CH:1]([C:3]1[N:7]2[CH:8]=[C:9]([C:16]3[CH:20]=[CH:19][O:18][CH:17]=3)[CH:10]=[C:11]([C:12]([F:15])([F:14])[F:13])[C:6]2=[N:5][C:4]=1[C:21]([OH:23])=O)=[O:2].[NH:24]1[CH2:28][CH:27]=[C:26]([C:29]2[S:30][CH:31]=[CH:32][N:33]=2)[CH2:25]1.CN(C(ON1N=NC2C=CC=CC1=2)=[N+](C)C)C.F[P-](F)(F)(F)(F)F. (2) Given the product [CH3:27][CH2:26][O:25][C:23]([C:22]1[CH:21]([C:28]2[CH:33]=[CH:32][CH:31]=[CH:30][C:29]=2[Cl:34])[C:20]([C:35]([O:37][CH3:38])=[O:36])=[C:19]([CH3:39])[NH:18][C:17]=1[CH2:16][O:15][CH2:14][CH2:13][NH2:12])=[O:24], predict the reactants needed to synthesize it. The reactants are: ClC(C)OC(=O)OC/C=C\COC(=O)[NH:12][CH2:13][CH2:14][O:15][CH2:16][C:17]1[NH:18][C:19]([CH3:39])=[C:20]([C:35]([O:37][CH3:38])=[O:36])[CH:21]([C:28]2[CH:33]=[CH:32][CH:31]=[CH:30][C:29]=2[Cl:34])[C:22]=1[C:23]([O:25][CH2:26][CH3:27])=[O:24].